This data is from Catalyst prediction with 721,799 reactions and 888 catalyst types from USPTO. The task is: Predict which catalyst facilitates the given reaction. (1) Reactant: [Cl:1][C:2]1[CH:7]=[CH:6][C:5]([C@H:8]2[N:15]3[C:11]([S:12][C:13]([C:19](O)=[O:20])=[C:14]3[CH:16]([CH3:18])[CH3:17])=[N:10][C@:9]2([C:23]2[CH:28]=[CH:27][C:26]([Cl:29])=[CH:25][CH:24]=2)[CH3:22])=[CH:4][CH:3]=1.[NH:30]1[CH2:35][CH2:34][NH:33][CH2:32][C:31]1=[O:36].Cl.CN(C)CCCN=C=NCC.ON1C2C=CC=CC=2N=N1. Product: [Cl:1][C:2]1[CH:7]=[CH:6][C:5]([C@H:8]2[N:15]3[C:11]([S:12][C:13]([C:19]([N:33]4[CH2:34][CH2:35][NH:30][C:31](=[O:36])[CH2:32]4)=[O:20])=[C:14]3[CH:16]([CH3:18])[CH3:17])=[N:10][C@:9]2([C:23]2[CH:24]=[CH:25][C:26]([Cl:29])=[CH:27][CH:28]=2)[CH3:22])=[CH:4][CH:3]=1. The catalyst class is: 42. (2) Reactant: [CH3:1][N:2]([CH3:30])[C:3]1[CH:8]=[CH:7][C:6]([C:9]2[NH:14][C:13](=[O:15])[C:12]([C:16]([O:18]CC3C=CC=CC=3)=[O:17])=[C:11]([OH:26])[C:10]=2[CH2:27][CH2:28][OH:29])=[CH:5][CH:4]=1. Product: [CH3:30][N:2]([CH3:1])[C:3]1[CH:4]=[CH:5][C:6]([C:9]2[NH:14][C:13](=[O:15])[C:12]([C:16]([OH:18])=[O:17])=[C:11]([OH:26])[C:10]=2[CH2:27][CH2:28][OH:29])=[CH:7][CH:8]=1. The catalyst class is: 358.